This data is from Forward reaction prediction with 1.9M reactions from USPTO patents (1976-2016). The task is: Predict the product of the given reaction. (1) Given the reactants [Cl:1][C:2]1[C:7]2[CH2:8][C:9](=[O:22])[CH:10]=[CH:11][CH2:12][CH2:13][CH:14]=[CH:15][CH2:16][CH:17]([CH3:21])[O:18][C:19](=[O:20])[C:6]=2[C:5]([O:23]COCC)=[CH:4][C:3]=1[O:28]COCC.CC1(C)O[O:35]1, predict the reaction product. The product is: [CH3:21][C@@H:17]1[O:18][C:19](=[O:20])[C:6]2[C:5]([OH:23])=[CH:4][C:3]([OH:28])=[C:2]([Cl:1])[C:7]=2[CH2:8][C:9](=[O:22])[CH:10]=[CH:11][CH2:12][CH2:13][C@H:14]2[O:35][C@@H:15]2[CH2:16]1. (2) Given the reactants [CH2:1]([O:3][C:4](=[O:18])[CH2:5][C:6]1[NH:7][C:8](=[O:17])[CH:9]=[CH:10][C:11]=1[C:12]([O:14][CH2:15][CH3:16])=[O:13])[CH3:2].I[CH3:20], predict the reaction product. The product is: [CH2:1]([O:3][C:4](=[O:18])[CH2:5][C:6]1[N:7]=[C:8]([O:17][CH3:20])[CH:9]=[CH:10][C:11]=1[C:12]([O:14][CH2:15][CH3:16])=[O:13])[CH3:2]. (3) Given the reactants [C:1]([O:5][C:6](=[O:24])[NH:7][C:8]1[CH:13]=[CH:12][C:11]([NH:14][C:15](=[O:23])[C:16]2[CH:21]=[CH:20][CH:19]=[C:18](N)[CH:17]=2)=[CH:10][CH:9]=1)([CH3:4])([CH3:3])[CH3:2].[C:25]([BH3-])#[N:26].[Na+].C=O.O1CCC[CH:32]1CO.C(=O)(O)[O-].[Na+], predict the reaction product. The product is: [C:1]([O:5][C:6](=[O:24])[NH:7][C:8]1[CH:13]=[CH:12][C:11]([NH:14][C:15](=[O:23])[C:16]2[CH:21]=[CH:20][CH:19]=[C:18]([N:26]([CH3:25])[CH3:32])[CH:17]=2)=[CH:10][CH:9]=1)([CH3:4])([CH3:3])[CH3:2]. (4) Given the reactants [H-].[Na+].[Br:3][C:4]1[CH:10]=[CH:9][C:8]([N+:11]([O-:13])=[O:12])=[CH:7][C:5]=1[NH2:6].Br[CH2:15][C:16]([CH3:18])=[CH2:17].O, predict the reaction product. The product is: [Br:3][C:4]1[CH:10]=[CH:9][C:8]([N+:11]([O-:13])=[O:12])=[CH:7][C:5]=1[NH:6][CH2:17][C:16]([CH3:18])=[CH2:15]. (5) Given the reactants [CH3:1][C:2](=[CH2:35])[CH2:3][CH:4]([CH2:12][CH2:13][C@H:14]1[CH2:19][CH2:18][CH2:17][C@@H:16]([O:20][CH2:21][C:22]2[N:23]=[C:24]([C:28]3[CH:33]=[CH:32][C:31]([CH3:34])=[CH:30][CH:29]=3)[O:25][C:26]=2[CH3:27])[CH2:15]1)[C:5]([O:7]C(C)(C)C)=[O:6], predict the reaction product. The product is: [CH3:1][CH:2]([CH3:35])[CH2:3][CH:4]([CH2:12][CH2:13][C@H:14]1[CH2:19][CH2:18][CH2:17][C@@H:16]([O:20][CH2:21][C:22]2[N:23]=[C:24]([C:28]3[CH:29]=[CH:30][C:31]([CH3:34])=[CH:32][CH:33]=3)[O:25][C:26]=2[CH3:27])[CH2:15]1)[C:5]([OH:7])=[O:6].